From a dataset of Reaction yield outcomes from USPTO patents with 853,638 reactions. Predict the reaction yield, written as a fraction of the theoretical maximum amount of product (1.0 means a 100% yield; for example, 0.34 means a 34% yield). (1) The reactants are [Cl:1][C:2]1[CH:21]=[C:20]([Cl:22])[CH:19]=[CH:18][C:3]=1[CH2:4][N:5]1[C:9]([CH2:10][CH2:11][C:12]([O:14][CH2:15][CH3:16])=[O:13])=[CH:8][C:7]([OH:17])=[N:6]1.[CH3:23][O:24][CH2:25][CH2:26]O.C(P(CCCC)CCCC)CCC.N(C(N1CCCCC1)=O)=NC(N1CCCCC1)=O. The catalyst is O1CCCC1. The product is [Cl:1][C:2]1[CH:21]=[C:20]([Cl:22])[CH:19]=[CH:18][C:3]=1[CH2:4][N:5]1[C:9]([CH2:10][CH2:11][C:12]([O:14][CH2:15][CH3:16])=[O:13])=[CH:8][C:7]([O:17][CH2:26][CH2:25][O:24][CH3:23])=[N:6]1. The yield is 0.730. (2) The reactants are [CH3:1][C:2]([CH3:4])=[O:3].[F:5][C:6]1([F:17])[C:15]2C(=[CH:11][CH:12]=[C:13]([F:16])[CH:14]=2)CC[CH2:7]1.[Mn]([O-])(=O)(=O)=O.[K+]. The catalyst is O.O.O.O.O.O.O.S([O-])([O-])(=O)=O.[Mg+2]. The product is [F:5][C:6]1([F:17])[C:15]2[C:4](=[CH:11][CH:12]=[C:13]([F:16])[CH:14]=2)[C:2](=[O:3])[CH2:1][CH2:7]1. The yield is 0.630. (3) The reactants are [I:1][C:2]1[C:10]2[C:5](=[N:6][CH:7]=[CH:8][CH:9]=2)[NH:4][N:3]=1.[CH3:11]C(C)([O-])C.[K+].IC. The catalyst is C1COCC1.O. The product is [I:1][C:2]1[C:10]2[C:5](=[N:6][CH:7]=[CH:8][CH:9]=2)[N:4]([CH3:11])[N:3]=1. The yield is 0.310. (4) The reactants are [CH3:1][O:2][C:3]1[CH:4]=[C:5]2[C:10](=[CH:11][C:12]=1[O:13][CH3:14])[N:9]=[CH:8][CH:7]=[C:6]2[O:15][C:16]1[CH:22]=[CH:21][C:19]([NH2:20])=[CH:18][CH:17]=1.C(N(CC)CC)C.ClC(Cl)(O[C:34](=[O:40])OC(Cl)(Cl)Cl)Cl.[N:42]1([CH2:48][CH2:49][NH2:50])[CH2:47][CH2:46][CH2:45][CH2:44][CH2:43]1. The catalyst is C(Cl)(Cl)Cl.O. The product is [CH3:1][O:2][C:3]1[CH:4]=[C:5]2[C:10](=[CH:11][C:12]=1[O:13][CH3:14])[N:9]=[CH:8][CH:7]=[C:6]2[O:15][C:16]1[CH:22]=[CH:21][C:19]([NH:20][C:34]([NH:50][CH2:49][CH2:48][N:42]2[CH2:47][CH2:46][CH2:45][CH2:44][CH2:43]2)=[O:40])=[CH:18][CH:17]=1. The yield is 0.780. (5) The reactants are [Cl:1][C:2]1[CH:27]=[CH:26][CH:25]=[C:24]([Cl:28])[C:3]=1[CH2:4][C:5]1[N:9]([CH2:10][C:11]2[CH:19]=[CH:18][C:14]([C:15]([OH:17])=O)=[CH:13][CH:12]=2)[C:8]2[CH:20]=[CH:21][CH:22]=[CH:23][C:7]=2[N:6]=1.C(Cl)(=O)C(Cl)=O.[CH2:35]([N:37]1[CH2:41][CH2:40][CH2:39][CH:38]1[CH2:42][NH2:43])[CH3:36].C(N(C(C)C)CC)(C)C. The catalyst is CN(C)C=O.C(Cl)Cl. The product is [Cl:28][C:24]1[CH:25]=[CH:26][CH:27]=[C:2]([Cl:1])[C:3]=1[CH2:4][C:5]1[N:9]([CH2:10][C:11]2[CH:12]=[CH:13][C:14]([C:15]([NH:43][CH2:42][CH:38]3[CH2:39][CH2:40][CH2:41][N:37]3[CH2:35][CH3:36])=[O:17])=[CH:18][CH:19]=2)[C:8]2[CH:20]=[CH:21][CH:22]=[CH:23][C:7]=2[N:6]=1. The yield is 0.790.